The task is: Predict the reactants needed to synthesize the given product.. This data is from Full USPTO retrosynthesis dataset with 1.9M reactions from patents (1976-2016). (1) Given the product [CH3:1][O:2][CH2:3][CH2:4][NH:5][S:6]([C:8]1[CH:13]=[CH:12][C:11]([NH2:14])=[CH:10][CH:9]=1)(=[O:15])=[O:7], predict the reactants needed to synthesize it. The reactants are: [CH3:1][O:2][CH2:3][CH2:4][NH2:5].[S:6](F)(=[O:15])([C:8]1[CH:13]=[CH:12][C:11]([NH2:14])=[CH:10][CH:9]=1)=[O:7].C(N(CC)CC)C. (2) Given the product [C:43]1([CH3:46])[CH:44]=[CH:45][C:40]([C:39]#[C:38][C@H:28]2[CH2:27][CH2:26][C@H:25]3[C@H:24]4[C@H:33]([CH2:32][CH2:31][C@:29]23[CH3:30])[C@:34]2([CH3:37])[C@H:21]([CH2:20][C@H:19]([OH:18])[CH2:36][CH2:35]2)[CH2:22][CH2:23]4)=[CH:41][CH:42]=1, predict the reactants needed to synthesize it. The reactants are: [Si]([O:18][C@@H:19]1[CH2:36][CH2:35][C@@:34]2([CH3:37])[C@@H:21]([CH2:22][CH2:23][C@@H:24]3[C@@H:33]2[CH2:32][CH2:31][C@@:29]2([CH3:30])[C@H:25]3[CH2:26][CH2:27][C@@H:28]2[C:38]#[C:39][C:40]2[CH:45]=[CH:44][C:43]([CH3:46])=[CH:42][CH:41]=2)[CH2:20]1)(C(C)(C)C)(C1C=CC=CC=1)C1C=CC=CC=1. (3) Given the product [N+:9]([C:6]1[CH:7]=[CH:8][C:3]([CH2:2][P:12](=[O:19])([O:16][CH2:17][CH3:18])[O:13][CH2:14][CH3:15])=[CH:4][CH:5]=1)([O-:11])=[O:10], predict the reactants needed to synthesize it. The reactants are: Br[CH2:2][C:3]1[CH:8]=[CH:7][C:6]([N+:9]([O-:11])=[O:10])=[CH:5][CH:4]=1.[P:12]([O:19]CC)([O:16][CH2:17][CH3:18])[O:13][CH2:14][CH3:15]. (4) Given the product [N:49]([CH2:52][CH2:53][CH2:54][NH:55][C:56](=[O:65])[CH2:57][CH2:58][CH:59]([C:60]([O:62][CH3:63])=[O:61])[NH:64][C:17](=[O:19])[CH:16]([CH2:20][CH:21]([CH3:23])[CH3:22])[NH:15][C:13](=[O:14])[CH:12]([CH2:24][C:25]#[CH:26])[NH:11][C:9](=[O:10])[O:8][CH2:1][C:2]1[CH:3]=[CH:4][CH:5]=[CH:6][CH:7]=1)=[N+:50]=[N-:51], predict the reactants needed to synthesize it. The reactants are: [CH2:1]([O:8][C:9]([NH:11][CH:12]([CH2:24][C:25]#[CH:26])[C:13]([NH:15][CH:16]([CH2:20][CH:21]([CH3:23])[CH3:22])[C:17]([OH:19])=O)=[O:14])=[O:10])[C:2]1[CH:7]=[CH:6][CH:5]=[CH:4][CH:3]=1.CCN=C=NCCCN(C)C.C1C=CC2N(O)N=NC=2C=1.[Cl-].[N:49]([CH2:52][CH2:53][CH2:54][NH:55][C:56](=[O:65])[CH2:57][CH2:58][CH:59]([NH3+:64])[C:60]([O:62][CH3:63])=[O:61])=[N+:50]=[N-:51].CCN(C(C)C)C(C)C. (5) Given the product [CH2:1]([O:3][C:4](=[O:25])[CH2:5][C:6]1[C:15]2[C:10](=[CH:11][CH:12]=[C:13]([C:26]#[N:27])[CH:14]=2)[CH:9]=[CH:8][C:7]=1[Cl:24])[CH3:2], predict the reactants needed to synthesize it. The reactants are: [CH2:1]([O:3][C:4](=[O:25])[CH2:5][C:6]1[C:15]2[C:10](=[CH:11][CH:12]=[C:13](OS(C(F)(F)F)(=O)=O)[CH:14]=2)[CH:9]=[CH:8][C:7]=1[Cl:24])[CH3:2].[CH3:26][N:27](C=O)C. (6) Given the product [CH2:1]([O:3][C:4](=[O:16])[CH2:5][N:6]1[C:14]2[C:9](=[CH:10][CH:11]=[C:12]([O:15][CH2:25][CH2:24][CH2:23][C:22]3[N:18]([CH3:17])[N:19]=[C:20]([C:27]4[CH:32]=[CH:31][C:30]([C:33]([F:35])([F:36])[F:34])=[CH:29][CH:28]=4)[CH:21]=3)[CH:13]=2)[CH:8]=[CH:7]1)[CH3:2], predict the reactants needed to synthesize it. The reactants are: [CH2:1]([O:3][C:4](=[O:16])[CH2:5][N:6]1[C:14]2[C:9](=[CH:10][CH:11]=[C:12]([OH:15])[CH:13]=2)[CH:8]=[CH:7]1)[CH3:2].[CH3:17][N:18]1[C:22]([CH2:23][CH2:24][CH2:25]O)=[CH:21][C:20]([C:27]2[CH:32]=[CH:31][C:30]([C:33]([F:36])([F:35])[F:34])=[CH:29][CH:28]=2)=[N:19]1.CN(C)C(N=NC(N(C)C)=O)=O.C(P(CCCC)CCCC)CCC. (7) Given the product [F:23][C:24]1[CH:46]=[C:45]([F:47])[C:44]([F:48])=[CH:43][C:25]=1[O:26][CH2:27][CH2:28][N:12]1[CH:13]=[CH:14][N:15]=[C:10]([N:7]2[CH2:6][CH2:5][N:4]([CH:1]([CH3:3])[CH3:2])[CH2:9][CH2:8]2)[C:11]1=[O:16], predict the reactants needed to synthesize it. The reactants are: [CH:1]([N:4]1[CH2:9][CH2:8][N:7]([C:10]2[C:11](=[O:16])[NH:12][CH:13]=[CH:14][N:15]=2)[CH2:6][CH2:5]1)([CH3:3])[CH3:2].CC([O-])(C)C.[K+].[F:23][C:24]1[CH:46]=[C:45]([F:47])[C:44]([F:48])=[CH:43][C:25]=1[O:26][CH2:27][CH2:28]N1C=CN=C(N2CCN(C)CC2)C1=O.O.